Predict the reaction yield, written as a fraction of the theoretical maximum amount of product (1.0 means a 100% yield; for example, 0.34 means a 34% yield). From a dataset of Reaction yield outcomes from USPTO patents with 853,638 reactions. The reactants are C([N:8]1[CH2:16][C:15]2[C:10](=[CH:11][CH:12]=[CH:13][C:14]=2[F:17])[CH2:9]1)C1C=CC=CC=1.Cl. The catalyst is CO.[Pd]. The product is [F:17][C:14]1[CH:13]=[CH:12][CH:11]=[C:10]2[C:15]=1[CH2:16][NH:8][CH2:9]2. The yield is 0.797.